Dataset: TCR-epitope binding with 47,182 pairs between 192 epitopes and 23,139 TCRs. Task: Binary Classification. Given a T-cell receptor sequence (or CDR3 region) and an epitope sequence, predict whether binding occurs between them. (1) The epitope is FPPTSFGPL. The TCR CDR3 sequence is CASSLSVEETQYF. Result: 1 (the TCR binds to the epitope). (2) The epitope is RPHERNGFTVL. The TCR CDR3 sequence is CASSEGIGYNSPLHF. Result: 1 (the TCR binds to the epitope). (3) The epitope is LLQTGIHVRVSQPSL. The TCR CDR3 sequence is CASSWTGTDYGYTF. Result: 1 (the TCR binds to the epitope).